Dataset: Reaction yield outcomes from USPTO patents with 853,638 reactions. Task: Predict the reaction yield, written as a fraction of the theoretical maximum amount of product (1.0 means a 100% yield; for example, 0.34 means a 34% yield). (1) The reactants are [CH2:1]([O:3][C:4](=[O:32])[CH2:5][CH:6]([N:10]1[C:18]2[C:13](=[CH:14][C:15]([CH2:19][CH2:20][CH2:21][C:22]3[CH:31]=[CH:30][C:29]4[C:24](=[N:25][CH:26]=[CH:27][CH:28]=4)[N:23]=3)=[CH:16][CH:17]=2)[CH:12]=[CH:11]1)[CH2:7][CH2:8][CH3:9])[CH3:2]. The catalyst is [Pd].CO. The product is [CH2:1]([O:3][C:4](=[O:32])[CH2:5][CH:6]([N:10]1[C:18]2[C:13](=[CH:14][C:15]([CH2:19][CH2:20][CH2:21][C:22]3[CH:31]=[CH:30][C:29]4[CH2:28][CH2:27][CH2:26][NH:25][C:24]=4[N:23]=3)=[CH:16][CH:17]=2)[CH:12]=[CH:11]1)[CH2:7][CH2:8][CH3:9])[CH3:2]. The yield is 0.800. (2) The reactants are [C:1]([O:4][C@H:5]([CH3:28])[CH2:6][CH2:7][CH2:8][CH2:9][N:10]1[C:19](=[O:20])[C:18]2[N:17]([CH2:21][O:22][CH2:23][CH3:24])[C:16]([C:25]#[N:26])=[N:15][C:14]=2[N:13]([CH3:27])[C:11]1=[O:12])(=[O:3])[CH3:2].[H][H]. The catalyst is [Pd].C(O)(=O)C. The product is [C:1]([O:4][C@H:5]([CH3:28])[CH2:6][CH2:7][CH2:8][CH2:9][N:10]1[C:19](=[O:20])[C:18]2[N:17]([CH2:21][O:22][CH2:23][CH3:24])[C:16]([CH2:25][NH2:26])=[N:15][C:14]=2[N:13]([CH3:27])[C:11]1=[O:12])(=[O:3])[CH3:2]. The yield is 0.910. (3) The reactants are [C:1]([C:5]1[CH:10]=[CH:9][C:8]([S:11]([NH:14][C:15]2[CH:16]=[C:17]3[C:21](=[CH:22][CH:23]=2)[NH:20][C:19]([C:24]([OH:26])=O)=[C:18]3[C:27]2[CH:32]=[CH:31][CH:30]=[CH:29][C:28]=2[CH3:33])(=[O:13])=[O:12])=[CH:7][CH:6]=1)([CH3:4])([CH3:3])[CH3:2].[CH3:34][N:35]([CH3:39])[CH2:36][CH2:37][NH2:38]. The catalyst is ClCCl.CO. The product is [CH3:34][N:35]([CH3:39])[CH2:36][CH2:37][NH:38][C:24]([C:19]1[NH:20][C:21]2[C:17]([C:18]=1[C:27]1[CH:32]=[CH:31][CH:30]=[CH:29][C:28]=1[CH3:33])=[CH:16][C:15]([NH:14][S:11]([C:8]1[CH:7]=[CH:6][C:5]([C:1]([CH3:4])([CH3:2])[CH3:3])=[CH:10][CH:9]=1)(=[O:13])=[O:12])=[CH:23][CH:22]=2)=[O:26]. The yield is 0.380. (4) The reactants are [Cl:1][C:2]1[C:3]([C:11]([O:13]CC)=[O:12])=[CH:4][N:5]([CH3:10])[C:6](=[O:9])[C:7]=1[CH3:8].CO.[Li+].[OH-].Cl. The catalyst is C1COCC1. The product is [Cl:1][C:2]1[C:3]([C:11]([OH:13])=[O:12])=[CH:4][N:5]([CH3:10])[C:6](=[O:9])[C:7]=1[CH3:8]. The yield is 1.00. (5) The reactants are F[C:2]1[CH:7]=[C:6]([C:8]2[N:13]3[CH:14]=[CH:15][N:16]=[C:12]3[C:11]([NH:17][C:18]3[CH:23]=[CH:22][C:21]([N:24]4[CH2:29][CH2:28][N:27]([CH3:30])[CH2:26][CH2:25]4)=[CH:20][CH:19]=3)=[N:10][CH:9]=2)[CH:5]=[CH:4][N:3]=1.[NH3:31]. The catalyst is CO.O1CCOCC1. The product is [NH2:31][C:2]1[CH:7]=[C:6]([C:8]2[N:13]3[CH:14]=[CH:15][N:16]=[C:12]3[C:11]([NH:17][C:18]3[CH:23]=[CH:22][C:21]([N:24]4[CH2:29][CH2:28][N:27]([CH3:30])[CH2:26][CH2:25]4)=[CH:20][CH:19]=3)=[N:10][CH:9]=2)[CH:5]=[CH:4][N:3]=1. The yield is 0.160. (6) The reactants are [CH2:1]([C:4]1[CH:12]=[CH:11][CH:10]=[CH:9][C:5]=1[C:6]([OH:8])=O)[CH:2]=[CH2:3].C(Cl)(=O)C(Cl)=O.C(Cl)Cl.[CH2:22]([O:25][C:26]1([CH3:55])[CH2:31][CH2:30][N:29]([C:32]2[N:37]3[N:38]=[C:39]([CH2:41][NH2:42])[CH:40]=[C:36]3[N:35]=[C:34]([CH3:43])[C:33]=2[C@H:44]([O:50][C:51]([CH3:54])([CH3:53])[CH3:52])[C:45]([O:47][CH2:48][CH3:49])=[O:46])[CH2:28][CH2:27]1)[CH:23]=[CH2:24].CCN(C(C)C)C(C)C. The catalyst is C(Cl)Cl.CN(C=O)C. The product is [CH2:1]([C:4]1[CH:12]=[CH:11][CH:10]=[CH:9][C:5]=1[C:6]([NH:42][CH2:41][C:39]1[CH:40]=[C:36]2[N:35]=[C:34]([CH3:43])[C:33]([C@H:44]([O:50][C:51]([CH3:54])([CH3:53])[CH3:52])[C:45]([O:47][CH2:48][CH3:49])=[O:46])=[C:32]([N:29]3[CH2:30][CH2:31][C:26]([O:25][CH2:22][CH:23]=[CH2:24])([CH3:55])[CH2:27][CH2:28]3)[N:37]2[N:38]=1)=[O:8])[CH:2]=[CH2:3]. The yield is 0.477. (7) The reactants are C([O:8][C:9]1[CH:10]=[CH:11][C:12]([C:16]2[CH2:25][CH2:24][C:19]3([O:23][CH2:22][CH2:21][O:20]3)[CH2:18][CH:17]=2)=[C:13]([OH:15])[CH:14]=1)C1C=CC=CC=1.O1CCCC1.C(O)C. The catalyst is ClCCl.[Pd]. The product is [O:20]1[C:19]2([CH2:24][CH2:25][CH:16]([C:12]3[CH:11]=[CH:10][C:9]([OH:8])=[CH:14][C:13]=3[OH:15])[CH2:17][CH2:18]2)[O:23][CH2:22][CH2:21]1. The yield is 0.950. (8) The reactants are C(OC(=O)[NH:7][CH2:8][C:9]([CH3:31])([C:11]1[CH:16]=[CH:15][C:14]([CH2:17][C:18](=[O:30])[C:19]2[C:28](=[O:29])[C:27]3[C:22](=[CH:23][CH:24]=[CH:25][CH:26]=3)[NH:21][CH:20]=2)=[CH:13][CH:12]=1)[CH3:10])(C)(C)C.C(O)(C(F)(F)F)=O.[OH-].[Na+]. The catalyst is C(Cl)Cl. The product is [NH2:7][CH2:8][C:9]([C:11]1[CH:16]=[CH:15][C:14]([CH2:17][C:18]([C:19]2[C:28](=[O:29])[C:27]3[C:22](=[CH:23][CH:24]=[CH:25][CH:26]=3)[NH:21][CH:20]=2)=[O:30])=[CH:13][CH:12]=1)([CH3:10])[CH3:31]. The yield is 0.910. (9) The reactants are Br[C:2]1[N:7]=[C:6]([NH:8][C:9]([C:11]2[CH:15]=[C:14]([C:16]3[CH:21]=[CH:20][C:19]([F:22])=[CH:18][CH:17]=3)[N:13]([CH:23]3[CH2:28][CH2:27][CH2:26][CH2:25][O:24]3)[N:12]=2)=[O:10])[CH:5]=[CH:4][CH:3]=1. The catalyst is C(N)C1C=CC=CC=1. The product is [CH2:14]([NH:13][C:2]1[N:7]=[C:6]([NH:8][C:9]([C:11]2[CH:15]=[C:14]([C:16]3[CH:21]=[CH:20][C:19]([F:22])=[CH:18][CH:17]=3)[N:13]([CH:23]3[CH2:28][CH2:27][CH2:26][CH2:25][O:24]3)[N:12]=2)=[O:10])[CH:5]=[CH:4][CH:3]=1)[C:16]1[CH:21]=[CH:20][CH:19]=[CH:18][CH:17]=1. The yield is 0.840.